Dataset: Forward reaction prediction with 1.9M reactions from USPTO patents (1976-2016). Task: Predict the product of the given reaction. (1) Given the reactants Cl.[CH3:2][NH:3][CH2:4][CH:5]([NH:12][C:13]1[C:22]2[C:17](=C(C(N)=O)[CH:19]=[CH:20][CH:21]=2)[N:16]=[CH:15][N:14]=1)[C:6]1[CH:11]=[CH:10][CH:9]=[CH:8][CH:7]=1.CC[N:28](CC)CC.[CH:33](=[O:35])[CH3:34].[BH-](O[C:46]([CH3:48])=O)(OC(C)=O)OC(C)=O.[Na+], predict the reaction product. The product is: [CH2:46]([N:3]([CH3:2])[CH2:4][CH:5]([NH:12][C:13]1[C:22]2[C:17](=[C:34]([C:33]([NH2:28])=[O:35])[CH:19]=[CH:20][CH:21]=2)[N:16]=[CH:15][N:14]=1)[C:6]1[CH:7]=[CH:8][CH:9]=[CH:10][CH:11]=1)[CH3:48]. (2) Given the reactants [Li][CH2:2]CCC.O=[C:7]1[CH2:11][CH2:10][CH:9]([C:12]([O:14][CH3:15])=[O:13])[CH2:8]1, predict the reaction product. The product is: [CH2:2]=[C:7]1[CH2:11][CH2:10][CH:9]([C:12]([O:14][CH3:15])=[O:13])[CH2:8]1. (3) Given the reactants [H-].[Na+].[CH2:3]([OH:8])[C:4]#[C:5][CH2:6][OH:7].[C:9]([C:13]1[CH:18]=[CH:17][C:16]([S:19]([NH:22][C:23]2[C:28]([O:29][C:30]3[CH:35]=[CH:34][CH:33]=[CH:32][C:31]=3[O:36][CH3:37])=[C:27](Cl)[N:26]=[C:25]([N:39]3[CH2:44][CH2:43][O:42][CH2:41][CH2:40]3)[N:24]=2)(=[O:21])=[O:20])=[CH:15][CH:14]=1)([CH3:12])([CH3:11])[CH3:10].C(O)(=O)CC(CC(O)=O)(C(O)=O)O, predict the reaction product. The product is: [C:9]([C:13]1[CH:14]=[CH:15][C:16]([S:19]([NH:22][C:23]2[C:28]([O:29][C:30]3[CH:35]=[CH:34][CH:33]=[CH:32][C:31]=3[O:36][CH3:37])=[C:27]([O:7][CH2:6][C:5]#[C:4][CH2:3][OH:8])[N:26]=[C:25]([N:39]3[CH2:44][CH2:43][O:42][CH2:41][CH2:40]3)[N:24]=2)(=[O:21])=[O:20])=[CH:17][CH:18]=1)([CH3:12])([CH3:10])[CH3:11]. (4) Given the reactants [Cl:1][C:2]1[CH:3]=[C:4]([CH:8]=[C:9]([O:11][C:12]([F:15])([F:14])[F:13])[CH:10]=1)[C:5](O)=[O:6].B.C1COCC1, predict the reaction product. The product is: [Cl:1][C:2]1[CH:3]=[C:4]([CH:8]=[C:9]([O:11][C:12]([F:13])([F:14])[F:15])[CH:10]=1)[CH2:5][OH:6]. (5) The product is: [Cl:1][C:2]1[CH:6]=[CH:5][S:4][C:3]=1[CH:7]1[CH:15]([C:14]([NH:31][C:30]2[CH:32]=[CH:33][CH:34]=[C:28]([O:27][CH3:26])[CH:29]=2)=[O:25])[C:16]2[C:17](=[CH:21][CH:22]=[CH:23][CH:24]=2)[C:18](=[O:20])[N:13]1[CH2:12][CH2:11][O:10][CH3:9]. Given the reactants [Cl:1][C:2]1[CH:6]=[CH:5][S:4][C:3]=1[CH:7]=O.[CH3:9][O:10][CH2:11][CH2:12][NH2:13].[C:14]1(=[O:25])[O:20][C:18](=O)[C:17]2=[CH:21][CH:22]=[CH:23][CH:24]=[C:16]2[CH2:15]1.[CH3:26][O:27][C:28]1[CH:29]=[C:30]([CH:32]=[CH:33][CH:34]=1)[NH2:31], predict the reaction product. (6) Given the reactants Br[C:2]1[CH:7]=[CH:6][C:5]([Br:8])=[CH:4][N:3]=1.[Li]CCCC.[CH3:14][S:15]SC, predict the reaction product. The product is: [Br:8][C:5]1[CH:6]=[CH:7][C:2]([S:15][CH3:14])=[N:3][CH:4]=1. (7) Given the reactants [F:1][C:2]1[CH:7]=[CH:6][C:5]([S:8]([CH:11]([C:22]2[C:27]([F:28])=[CH:26][CH:25]=[C:24]([F:29])[C:23]=2[F:30])[C:12]2[C:13]([CH3:21])=[CH:14][C:15]([C:18]([NH2:20])=[O:19])=[N:16][CH:17]=2)(=[O:10])=[O:9])=[CH:4][CH:3]=1.C=O.[OH-].[Na+].[C:35](=O)([O-])[O-:36].[Na+].[Na+], predict the reaction product. The product is: [F:1][C:2]1[CH:7]=[CH:6][C:5]([S:8]([CH:11]([C:22]2[C:27]([F:28])=[CH:26][CH:25]=[C:24]([F:29])[C:23]=2[F:30])[C:12]2[C:13]([CH3:21])=[CH:14][C:15]([C:18]([NH:20][CH2:35][OH:36])=[O:19])=[N:16][CH:17]=2)(=[O:10])=[O:9])=[CH:4][CH:3]=1.